Dataset: Full USPTO retrosynthesis dataset with 1.9M reactions from patents (1976-2016). Task: Predict the reactants needed to synthesize the given product. (1) Given the product [Br:10][CH2:11][CH2:12][CH2:13][CH2:14][O:1][C:2]1[CH:3]=[C:4]([CH:7]=[CH:8][CH:9]=1)[C:5]#[N:6], predict the reactants needed to synthesize it. The reactants are: [OH:1][C:2]1[CH:3]=[C:4]([CH:7]=[CH:8][CH:9]=1)[C:5]#[N:6].[Br:10][CH2:11][CH2:12][CH2:13][CH2:14]Br. (2) Given the product [CH3:1][N:2]1[C:6]([C:28]#[C:27][CH2:26][CH2:25][CH2:24][C:29]2[CH:34]=[CH:33][CH:32]=[CH:31][CH:30]=2)=[CH:5][C:4]([C:18]2[CH:19]=[CH:20][CH:21]=[CH:22][CH:23]=2)=[N:3]1, predict the reactants needed to synthesize it. The reactants are: [CH3:1][N:2]1[C:6](OS(C2C=CC(C)=CC=2)(=O)=O)=[CH:5][C:4]([C:18]2[CH:23]=[CH:22][CH:21]=[CH:20][CH:19]=2)=[N:3]1.[CH2:24]([C:29]1[CH:34]=[CH:33][CH:32]=[CH:31][CH:30]=1)[CH2:25][CH2:26][C:27]#[CH:28].